Predict the reaction yield, written as a fraction of the theoretical maximum amount of product (1.0 means a 100% yield; for example, 0.34 means a 34% yield). From a dataset of Reaction yield outcomes from USPTO patents with 853,638 reactions. (1) The reactants are [CH2:1]([O:8][C:9]1[C:14](=[O:15])[CH:13]=[C:12]([CH2:16][NH:17][S:18]([C:21]2[C:22]([CH3:27])=[CH:23][CH:24]=[CH:25][CH:26]=2)(=[O:20])=[O:19])O[C:10]=1[C:28]([OH:30])=[O:29])[C:2]1[CH:7]=[CH:6][CH:5]=[CH:4][CH:3]=1.C1(S(C(N)C2[N:46](C)[C:45](C(O)=O)=C(OCC3C=CC=CC=3)C(=O)C=2)(=O)=O)C=CC=CC=1. No catalyst specified. The product is [CH2:1]([O:8][C:9]1[C:14](=[O:15])[CH:13]=[C:12]([CH2:16][NH:17][S:18]([C:21]2[C:22]([CH3:27])=[CH:23][CH:24]=[CH:25][CH:26]=2)(=[O:20])=[O:19])[N:46]([CH3:45])[C:10]=1[C:28]([OH:30])=[O:29])[C:2]1[CH:7]=[CH:6][CH:5]=[CH:4][CH:3]=1. The yield is 0.873. (2) The reactants are COC1C=CC(C[N:8](CC2C=CC(OC)=CC=2)[C:9]2[N:14]=[C:13]([CH3:15])[N:12]=[C:11]([C:16]3[C:17]([NH:23][C:24]4[CH:25]=[CH:26][C:27]([NH:30][C:31]([NH:33][C:34]5[CH:39]=[CH:38][C:37]([O:40][CH2:41][CH2:42][O:43][CH3:44])=[CH:36][CH:35]=5)=[O:32])=[N:28][CH:29]=4)=[N:18][CH:19]=[C:20]([Cl:22])[CH:21]=3)[N:10]=2)=CC=1.FC(F)(F)S(O)(=O)=O.C(=O)([O-])[O-].[Na+].[Na+].CC(O)C. The catalyst is C(O)(C(F)(F)F)=O.C(Cl)(Cl)Cl. The product is [NH2:8][C:9]1[N:14]=[C:13]([CH3:15])[N:12]=[C:11]([C:16]2[C:17]([NH:23][C:24]3[CH:25]=[CH:26][C:27]([NH:30][C:31]([NH:33][C:34]4[CH:39]=[CH:38][C:37]([O:40][CH2:41][CH2:42][O:43][CH3:44])=[CH:36][CH:35]=4)=[O:32])=[N:28][CH:29]=3)=[N:18][CH:19]=[C:20]([Cl:22])[CH:21]=2)[N:10]=1. The yield is 0.690.